Dataset: Reaction yield outcomes from USPTO patents with 853,638 reactions. Task: Predict the reaction yield, written as a fraction of the theoretical maximum amount of product (1.0 means a 100% yield; for example, 0.34 means a 34% yield). (1) The reactants are [NH2:1][C@:2]12[C:8]([CH3:10])([CH3:9])[C@H:5]([CH2:6][CH2:7]1)[CH2:4][C:3]2=[O:11].[C:12]1(B(O)O)[CH:17]=[CH:16][CH:15]=[CH:14][CH:13]=1.C(N(CC)CC)C. The catalyst is C(Cl)Cl. The product is [C:12]1([NH:1][C@:2]23[C:8]([CH3:9])([CH3:10])[C@H:5]([CH2:6][CH2:7]2)[CH2:4][C:3]3=[O:11])[CH:17]=[CH:16][CH:15]=[CH:14][CH:13]=1. The yield is 0.160. (2) The reactants are [C:1]1([C:7]2([C:10]([O-:12])=[O:11])[CH2:9][CH2:8]2)[CH:6]=[CH:5][CH:4]=[CH:3][CH:2]=1.[N+:13]([O-:16])([O-])=[O:14].[K+].OS(O)(=O)=O.[CH2:23](Cl)Cl. No catalyst specified. The product is [N+:13]([C:4]1[CH:5]=[CH:6][C:1]([C:7]2([C:10]([O:12][CH3:23])=[O:11])[CH2:9][CH2:8]2)=[CH:2][CH:3]=1)([O-:16])=[O:14]. The yield is 0.680. (3) The yield is 0.210. The product is [F:10][C:11]([F:19])([F:20])[C:12]1[CH:13]=[C:14]([NH:15][C:3]2[NH:8][C:7](=[O:9])[CH:6]=[CH:5][N:4]=2)[CH:16]=[CH:17][CH:18]=1. The reactants are CS[C:3]1[NH:8][C:7](=[O:9])[CH:6]=[CH:5][N:4]=1.[F:10][C:11]([F:20])([F:19])[C:12]1[CH:13]=[C:14]([CH:16]=[CH:17][CH:18]=1)[NH2:15]. The catalyst is COCCOCCOC. (4) The reactants are Br[C:2]1[C:12]2[O:11][CH2:10][CH2:9][N:8]([C:13]([O:15][C:16]([CH3:19])([CH3:18])[CH3:17])=[O:14])[CH2:7][C:6]=2[CH:5]=[CH:4][CH:3]=1.[N:20]1[CH:25]=[CH:24][CH:23]=[C:22](B(O)O)[CH:21]=1.O. The catalyst is C(O)C.C(=O)([O-])[O-].[Na+].[Na+].C1(C)C=CC=CC=1.C1C=CC([P]([Pd]([P](C2C=CC=CC=2)(C2C=CC=CC=2)C2C=CC=CC=2)([P](C2C=CC=CC=2)(C2C=CC=CC=2)C2C=CC=CC=2)[P](C2C=CC=CC=2)(C2C=CC=CC=2)C2C=CC=CC=2)(C2C=CC=CC=2)C2C=CC=CC=2)=CC=1. The product is [N:20]1[CH:25]=[CH:24][CH:23]=[C:22]([C:2]2[C:12]3[O:11][CH2:10][CH2:9][N:8]([C:13]([O:15][C:16]([CH3:19])([CH3:18])[CH3:17])=[O:14])[CH2:7][C:6]=3[CH:5]=[CH:4][CH:3]=2)[CH:21]=1. The yield is 0.964. (5) The reactants are [N+:1]([C:4]1[CH:20]=[CH:19][C:7]([C:8]([NH:10][C:11]([CH2:14][C:15]([CH3:18])([CH3:17])[CH3:16])([CH3:13])[CH3:12])=[O:9])=[CH:6][CH:5]=1)([O-])=O.[H][H]. The catalyst is C(OCC)(=O)C.[Pd]. The product is [NH2:1][C:4]1[CH:20]=[CH:19][C:7]([C:8]([NH:10][C:11]([CH2:14][C:15]([CH3:18])([CH3:17])[CH3:16])([CH3:12])[CH3:13])=[O:9])=[CH:6][CH:5]=1. The yield is 0.760. (6) The reactants are [CH3:1][O:2][C:3]1[CH:4]=[C:5]2[C:10](=[CH:11][CH:12]=1)[C:9](=[O:13])[CH2:8][CH2:7][CH2:6]2.[N+:14]([O-])([OH:16])=[O:15].C(O)(=O)C. The catalyst is C(OC(=O)C)(=O)C.CCOCC. The product is [CH3:1][O:2][C:3]1[CH:4]=[C:5]2[C:10](=[CH:11][C:12]=1[N+:14]([O-:16])=[O:15])[C:9](=[O:13])[CH2:8][CH2:7][CH2:6]2. The yield is 0.240.